Dataset: Catalyst prediction with 721,799 reactions and 888 catalyst types from USPTO. Task: Predict which catalyst facilitates the given reaction. (1) Reactant: CC(C)([O-])C.[K+].[CH2:7]([N:14]([C@H:22]1[C@@H:26]2[O:27][C:28]([CH3:31])([CH3:30])[O:29][C@@H:25]2[C@@H:24]([OH:32])[CH2:23]1)[CH2:15][C:16]1[CH:21]=[CH:20][CH:19]=[CH:18][CH:17]=1)[C:8]1[CH:13]=[CH:12][CH:11]=[CH:10][CH:9]=1.Br[CH2:34][C:35]([O:37][C:38]([CH3:41])([CH3:40])[CH3:39])=[O:36].[Cl-].[NH4+]. Product: [CH2:15]([N:14]([C@H:22]1[C@@H:26]2[O:27][C:28]([CH3:30])([CH3:31])[O:29][C@@H:25]2[C@@H:24]([O:32][CH2:34][C:35]([O:37][C:38]([CH3:41])([CH3:40])[CH3:39])=[O:36])[CH2:23]1)[CH2:7][C:8]1[CH:13]=[CH:12][CH:11]=[CH:10][CH:9]=1)[C:16]1[CH:21]=[CH:20][CH:19]=[CH:18][CH:17]=1. The catalyst class is: 7. (2) Reactant: [CH2:1]([NH:3][C:4]([NH:6][C:7]1[N:12]=[CH:11][C:10]([C:13]2[CH:22]=[C:21]3[C:16]([C:17](=[O:35])[C:18]([C:30]([O:32]CC)=[O:31])=[CH:19][N:20]3[CH2:23][C:24]3[N:28]=[C:27]([CH3:29])[O:26][N:25]=3)=[CH:15][CH:14]=2)=[C:9]([C:36]2[S:37][CH:38]=[C:39]([C:41]([F:44])([F:43])[F:42])[N:40]=2)[CH:8]=1)=[O:5])[CH3:2].[OH-].[K+]. Product: [CH2:1]([NH:3][C:4]([NH:6][C:7]1[N:12]=[CH:11][C:10]([C:13]2[CH:22]=[C:21]3[C:16]([C:17](=[O:35])[C:18]([C:30]([OH:32])=[O:31])=[CH:19][N:20]3[CH2:23][C:24]3[N:28]=[C:27]([CH3:29])[O:26][N:25]=3)=[CH:15][CH:14]=2)=[C:9]([C:36]2[S:37][CH:38]=[C:39]([C:41]([F:42])([F:43])[F:44])[N:40]=2)[CH:8]=1)=[O:5])[CH3:2]. The catalyst class is: 5.